This data is from Full USPTO retrosynthesis dataset with 1.9M reactions from patents (1976-2016). The task is: Predict the reactants needed to synthesize the given product. (1) Given the product [Cl:46][C:44]1[CH:3]=[C:4]([C:2]2[CH:10]=[CH:9][CH:8]=[C:7]3[C:3]=2[C:4]([C:15]([N:17]2[CH2:18][CH2:19][CH:20]([C:23]4[CH:24]=[C:25]([CH:34]=[CH:35][C:36]=4[F:37])[CH2:26][NH:27][C:28](=[O:33])[C:29]([F:31])([F:32])[F:30])[CH2:21][CH2:22]2)=[O:16])=[CH:5][N:6]3[CH2:11][CH2:12][O:13][CH3:14])[CH:5]=[N:6][CH:7]=1, predict the reactants needed to synthesize it. The reactants are: Br[C:2]1[CH:10]=[CH:9][CH:8]=[C:7]2[C:3]=1[C:4]([C:15]([N:17]1[CH2:22][CH2:21][CH:20]([C:23]3[CH:24]=[C:25]([CH:34]=[CH:35][C:36]=3[F:37])[CH2:26][NH:27][C:28](=[O:33])[C:29]([F:32])([F:31])[F:30])[CH2:19][CH2:18]1)=[O:16])=[CH:5][N:6]2[CH2:11][CH2:12][O:13][CH3:14].C(=O)([O-])[O-].[Cs+].[Cs+].[CH2:44]([Cl:46])Cl. (2) Given the product [CH:1]1([NH:7][C:8]([C:10]2[N:11]([C:16]3[CH:21]=[CH:20][C:19]([OH:22])=[CH:18][CH:17]=3)[N:12]=[C:13]([CH3:15])[CH:14]=2)=[O:9])[CH2:2][CH2:3][CH2:4][CH2:5][CH2:6]1, predict the reactants needed to synthesize it. The reactants are: [CH:1]1([NH:7][C:8]([C:10]2[N:11]([C:16]3[CH:21]=[CH:20][C:19]([O:22]C)=[CH:18][CH:17]=3)[N:12]=[C:13]([CH3:15])[CH:14]=2)=[O:9])[CH2:6][CH2:5][CH2:4][CH2:3][CH2:2]1.B(Br)(Br)Br.